From a dataset of Full USPTO retrosynthesis dataset with 1.9M reactions from patents (1976-2016). Predict the reactants needed to synthesize the given product. (1) Given the product [CH2:9]([O:8][C:1](=[O:7])[C:2](=[O:4])[CH2:22][C:21]([C:19]1[CH:18]=[N:17][N:16]([CH3:15])[CH:20]=1)=[O:23])[CH3:10], predict the reactants needed to synthesize it. The reactants are: [C:1]([O:8][CH2:9][CH3:10])(=[O:7])[C:2]([O:4]CC)=O.[O-]CC.[Na+].[CH3:15][N:16]1[CH:20]=[C:19]([C:21](=[O:23])[CH3:22])[CH:18]=[N:17]1. (2) Given the product [F:1][C:2]1[CH:7]=[CH:6][C:5]([C@H:8]([O:17][CH3:18])[CH2:9][C@H:10]([CH2:14][CH:15]=[CH2:16])[C:11]([O:13][CH3:25])=[O:12])=[CH:4][C:3]=1[CH3:19], predict the reactants needed to synthesize it. The reactants are: [F:1][C:2]1[CH:7]=[CH:6][C:5]([C@H:8]([O:17][CH3:18])[CH2:9][C@H:10]([CH2:14][CH:15]=[CH2:16])[C:11]([OH:13])=[O:12])=[CH:4][C:3]=1[CH3:19].OS(O)(=O)=O.[CH3:25]O. (3) The reactants are: [Si:1]([O:8][C:9]1[CH:18]=[C:17]2[C:12]([CH2:13][CH2:14][C:15](=[O:19])[NH:16]2)=[CH:11][CH:10]=1)([C:4]([CH3:7])([CH3:6])[CH3:5])([CH3:3])[CH3:2].[CH2:20]=[O:21].C(N(CC)CC)C.O. Given the product [Si:1]([O:8][C:9]1[CH:18]=[C:17]2[C:12]([CH2:13][CH2:14][C:15](=[O:19])[N:16]2[CH2:20][OH:21])=[CH:11][CH:10]=1)([C:4]([CH3:7])([CH3:6])[CH3:5])([CH3:3])[CH3:2], predict the reactants needed to synthesize it. (4) The reactants are: [Cl:1][C:2]1[N:3]=[CH:4][NH:5][C:6]=1[Cl:7].[OH-].[K+].[Br:10][CH2:11][CH3:12].[K+].[Br-].BrCC[C:18]1[C:27]2[C:22](=[CH:23][CH:24]=[CH:25][CH:26]=2)[CH:21]=[CH:20][CH:19]=1. Given the product [Br-:10].[CH2:26]([N+:3]1[C:2]([Cl:1])=[C:6]([Cl:7])[N:5]([C:26]2[C:27]3[C:22](=[CH:21][CH:20]=[CH:19][CH:18]=3)[CH:23]=[CH:24][C:25]=2[CH2:11][CH3:12])[CH:4]=1)[CH2:27][CH2:18][CH2:19][CH2:20][CH2:21][CH3:22], predict the reactants needed to synthesize it. (5) Given the product [NH2:21][C:22]1[N:27]=[N:26][C:25]([CH2:28][CH2:29][CH2:30][CH2:31][N:32]2[CH:36]=[C:35]([C:37]([O:39][C:40]([CH3:43])([CH3:42])[CH3:41])=[O:38])[N:34]=[N:33]2)=[CH:24][C:23]=1[C:2]#[C:1][CH:3]1[CH2:6][N:5]([C:7]([O:9][C:10]([CH3:13])([CH3:12])[CH3:11])=[O:8])[CH2:4]1, predict the reactants needed to synthesize it. The reactants are: [C:1]([CH:3]1[CH2:6][N:5]([C:7]([O:9][C:10]([CH3:13])([CH3:12])[CH3:11])=[O:8])[CH2:4]1)#[CH:2].C(N(CC)CC)C.[NH2:21][C:22]1[N:27]=[N:26][C:25]([CH2:28][CH2:29][CH2:30][CH2:31][N:32]2[CH:36]=[C:35]([C:37]([O:39][C:40]([CH3:43])([CH3:42])[CH3:41])=[O:38])[N:34]=[N:33]2)=[CH:24][C:23]=1Br.